From a dataset of Forward reaction prediction with 1.9M reactions from USPTO patents (1976-2016). Predict the product of the given reaction. (1) Given the reactants [CH2:1]([N:5]([CH2:43][CH:44]([CH3:46])[CH3:45])[C:6]1[CH:11]=[CH:10][C:9]([C:12]2[CH:17]=[CH:16][CH:15]=[CH:14][C:13]=2[C:18]2[N:19]=[N:20][N:21](C(C3C=CC=CC=3)(C3C=CC=CC=3)C3C=CC=CC=3)[N:22]=2)=[CH:8][C:7]=1[NH2:42])[CH:2]([CH3:4])[CH3:3].Cl[C:48](OC1C=CC([N+]([O-])=O)=CC=1)=[O:49].[CH3:60][C:61]1[N:62]=[CH:63][C:64]([NH2:67])=[N:65][CH:66]=1.C(N(CC)CC)C.Cl, predict the reaction product. The product is: [CH2:43]([N:5]([CH2:1][CH:2]([CH3:3])[CH3:4])[C:6]1[CH:11]=[CH:10][C:9]([C:12]2[CH:17]=[CH:16][CH:15]=[CH:14][C:13]=2[C:18]2[N:19]=[N:20][NH:21][N:22]=2)=[CH:8][C:7]=1[NH:42][C:48]([NH:67][C:64]1[CH:63]=[N:62][C:61]([CH3:60])=[CH:66][N:65]=1)=[O:49])[CH:44]([CH3:45])[CH3:46]. (2) Given the reactants [Cl:1][CH2:2]/[CH:3]=[CH:4]/[CH2:5]Cl.[C:7]([NH2:18])(=[O:17])[C:8]1[C:9](=[CH:13][CH:14]=[CH:15][CH:16]=1)[C:10](N)=[O:11].[K].O, predict the reaction product. The product is: [Cl:1][CH2:2][CH:3]=[CH:4][CH2:5][N:18]1[C:7](=[O:17])[C:8]2[C:9](=[CH:13][CH:14]=[CH:15][CH:16]=2)[C:10]1=[O:11]. (3) Given the reactants [CH3:1][O:2][C:3]1[CH:12]=[N:11][C:10]2[C:5](=[C:6]([CH:13]3[CH2:15][O:14]3)[CH:7]=[CH:8][CH:9]=2)[N:4]=1.[C:16]([O:20][C:21](=[O:30])[NH:22][CH2:23][CH:24]1[CH2:29][CH2:28][CH2:27][NH:26][CH2:25]1)([CH3:19])([CH3:18])[CH3:17].Cl([O-])(=O)(=O)=O.[Li+], predict the reaction product. The product is: [C:16]([O:20][C:21](=[O:30])[NH:22][CH2:23][CH:24]1[CH2:29][CH2:28][CH2:27][N:26]([CH2:15][CH:13]([OH:14])[C:6]2[CH:7]=[CH:8][CH:9]=[C:10]3[C:5]=2[N:4]=[C:3]([O:2][CH3:1])[CH:12]=[N:11]3)[CH2:25]1)([CH3:19])([CH3:17])[CH3:18]. (4) The product is: [CH3:18][C:12]1([CH3:19])[CH2:11][CH:10]([CH2:9][CH2:8][NH2:7])[CH2:15][C:14]([CH3:17])([CH3:16])[NH:13]1. Given the reactants C(OC(=O)[NH:7][CH2:8][CH2:9][CH:10]1[CH2:15][C:14]([CH3:17])([CH3:16])[NH:13][C:12]([CH3:19])([CH3:18])[CH2:11]1)(C)(C)C, predict the reaction product. (5) Given the reactants [CH3:1][O:2][CH2:3][N:4]1[CH:8]=[CH:7][N:6]=[CH:5]1.[Cl:9][C:10]([Cl:15])([Cl:14])[C:11](Cl)=[O:12].CCN(CC)CC, predict the reaction product. The product is: [Cl:9][C:10]([Cl:15])([Cl:14])[C:11]([C:5]1[N:4]([CH2:3][O:2][CH3:1])[CH:8]=[CH:7][N:6]=1)=[O:12]. (6) Given the reactants [C:1]([C:4]1[CH:5]([C:25]2[CH:30]=[CH:29][C:28]([N+:31]([O-:33])=[O:32])=[CH:27][CH:26]=2)[C:6]([C:18]([O:20]CCC#N)=[O:19])=[C:7]([CH2:11][CH2:12][CH2:13][CH2:14][N:15]=[N+:16]=[N-:17])[NH:8][C:9]=1[CH3:10])(=[O:3])[CH3:2].[OH-].[K+], predict the reaction product. The product is: [C:1]([C:4]1[CH:5]([C:25]2[CH:30]=[CH:29][C:28]([N+:31]([O-:33])=[O:32])=[CH:27][CH:26]=2)[C:6]([C:18]([OH:20])=[O:19])=[C:7]([CH2:11][CH2:12][CH2:13][CH2:14][N:15]=[N+:16]=[N-:17])[NH:8][C:9]=1[CH3:10])(=[O:3])[CH3:2]. (7) Given the reactants ClC(Cl)(Cl)[C:3]([C:5]1[N:14]2[C:8]([CH2:9][N:10]([C:19]([C:21]3[CH:26]=[CH:25][C:24]([C:27]4[CH:32]=[CH:31][CH:30]=[CH:29][C:28]=4[CH3:33])=[C:23]([O:34][CH3:35])[CH:22]=3)=[O:20])[C:11]3[CH:18]=[CH:17][CH:16]=[CH:15][C:12]=3[CH2:13]2)=[CH:7][CH:6]=1)=[O:4].[O:38]1[C:42]2[CH:43]=[CH:44][C:45]([CH2:47][NH2:48])=[CH:46][C:41]=2[O:40][CH2:39]1, predict the reaction product. The product is: [O:38]1[C:42]2[CH:43]=[CH:44][C:45]([CH2:47][NH:48][C:3]([C:5]3[N:14]4[C:8]([CH2:9][N:10]([C:19]([C:21]5[CH:26]=[CH:25][C:24]([C:27]6[CH:32]=[CH:31][CH:30]=[CH:29][C:28]=6[CH3:33])=[C:23]([O:34][CH3:35])[CH:22]=5)=[O:20])[C:11]5[CH:18]=[CH:17][CH:16]=[CH:15][C:12]=5[CH2:13]4)=[CH:7][CH:6]=3)=[O:4])=[CH:46][C:41]=2[O:40][CH2:39]1.